Dataset: CYP2C19 inhibition data for predicting drug metabolism from PubChem BioAssay. Task: Regression/Classification. Given a drug SMILES string, predict its absorption, distribution, metabolism, or excretion properties. Task type varies by dataset: regression for continuous measurements (e.g., permeability, clearance, half-life) or binary classification for categorical outcomes (e.g., BBB penetration, CYP inhibition). Dataset: cyp2c19_veith. (1) The molecule is C#CCCCO/N=C1/C[C@@H](O)[C@@H](O)[C@H]2[C@@H]1CC[C@@H]1C(=O)N(C(C)(C)C)C(=O)[C@H]12. The result is 0 (non-inhibitor). (2) The molecule is COCCn1c(=O)c(C)nc2cnc(OC)nc21. The result is 0 (non-inhibitor). (3) The compound is CCn1c(COc2ccc(OC)cc2)nc2ccccc21. The result is 1 (inhibitor). (4) The drug is Cc1nc2ccccc2nc1SCC(=O)N1CCC(C)CC1. The result is 1 (inhibitor). (5) The compound is CCN(CC)C(=O)C1CCCN(c2ccc([N+](=O)[O-])cc2/C=N/NC(=O)c2ccc([N+](=O)[O-])cc2)C1. The result is 1 (inhibitor). (6) The drug is CN=C(NC#N)NCCSC[C@H]1N=CN=C1C. The result is 0 (non-inhibitor).